Dataset: Forward reaction prediction with 1.9M reactions from USPTO patents (1976-2016). Task: Predict the product of the given reaction. Given the reactants [CH3:1][N:2]1[C:7](=[O:8])[C:6]([C:9]2[CH:18]=[CH:17][C:16]3[C:11](=[CH:12][CH:13]=[CH:14][CH:15]=3)[CH:10]=2)=[C:5]([C:19]2[CH:24]=[CH:23][N:22]=[CH:21][CH:20]=2)[N:4]=[C:3]1SC.C(Cl)Cl.C[OH:31].Cl, predict the reaction product. The product is: [OH:31][C:3]1[N:2]([CH3:1])[C:7](=[O:8])[C:6]([C:9]2[CH:18]=[CH:17][C:16]3[C:11](=[CH:12][CH:13]=[CH:14][CH:15]=3)[CH:10]=2)=[C:5]([C:19]2[CH:24]=[CH:23][N:22]=[CH:21][CH:20]=2)[N:4]=1.